Dataset: Catalyst prediction with 721,799 reactions and 888 catalyst types from USPTO. Task: Predict which catalyst facilitates the given reaction. Reactant: [F:1][C:2]1[C:3]([C:16]2[CH:21]=[CH:20][CH:19]=[CH:18][CH:17]=2)=[C:4]([NH:8]C(=O)OC(C)(C)C)[CH:5]=[N:6][CH:7]=1.C(O)(C(F)(F)F)=O. Product: [F:1][C:2]1[C:3]([C:16]2[CH:21]=[CH:20][CH:19]=[CH:18][CH:17]=2)=[C:4]([NH2:8])[CH:5]=[N:6][CH:7]=1. The catalyst class is: 2.